Predict the reaction yield, written as a fraction of the theoretical maximum amount of product (1.0 means a 100% yield; for example, 0.34 means a 34% yield). From a dataset of Reaction yield outcomes from USPTO patents with 853,638 reactions. (1) The reactants are [C:1]([O:5][C:6]([NH:8][CH:9]([C:11]1[NH:12]C(C2C=CC=C3C=2N=C(NCC(F)(F)F)C(C)=N3)=C[C:15]=1[C:16]([O:18][CH2:19][CH3:20])=[O:17])C)=[O:7])([CH3:4])([CH3:3])[CH3:2].Br[CH2:39][C:40]([C:42]1[C:51]([F:52])=[CH:50][CH:49]=[C:48]2[C:43]=1[N:44]=[C:45]([NH:54][C:55]([CH3:58])([CH3:57])[CH3:56])[C:46]([CH3:53])=[N:47]2)=O.C(OC(NCC(=O)CC(OCC)=O)=O)(C)(C)C.C([O-])([O-])=O.[K+].[K+].C(OC(NCC(=O)C(CC(C1C(F)=CC=C2C=1N=C(NC(C)(C)C)C(C)=N2)=O)C(OCC)=O)=O)(C)(C)C. The catalyst is CN(C=O)C.CCO.CC(O)=O. The product is [C:1]([O:5][C:6]([NH:8][CH2:9][C:11]1[NH:12][C:40]([C:42]2[C:51]([F:52])=[CH:50][CH:49]=[C:48]3[C:43]=2[N:44]=[C:45]([NH:54][C:55]([CH3:58])([CH3:57])[CH3:56])[C:46]([CH3:53])=[N:47]3)=[CH:39][C:15]=1[C:16]([O:18][CH2:19][CH3:20])=[O:17])=[O:7])([CH3:4])([CH3:3])[CH3:2]. The yield is 0.340. (2) The reactants are Cl[C:2]1[CH:7]=[CH:6][N:5]=[C:4]([C:8]([O:10][CH2:11][CH3:12])=[O:9])[CH:3]=1.[F:13][C:14]1[CH:15]=[C:16]([OH:23])[CH:17]=[CH:18][C:19]=1[N+:20]([O-:22])=[O:21].ClC1C=CC=CC=1.C(=O)([O-])O.[Na+]. The catalyst is C(OCC)(=O)C. The product is [F:13][C:14]1[CH:15]=[C:16]([CH:17]=[CH:18][C:19]=1[N+:20]([O-:22])=[O:21])[O:23][C:2]1[CH:7]=[CH:6][N:5]=[C:4]([C:8]([O:10][CH2:11][CH3:12])=[O:9])[CH:3]=1. The yield is 0.402. (3) The reactants are [C:1]1([CH2:7][C:8]([OH:10])=[O:9])[CH:6]=[CH:5][CH:4]=[CH:3][CH:2]=1.C(=O)([O-])[O-].[Cs+].[Cs+].Br[CH2:18][C:19]([C:21]1[CH:22]=[N:23][C:24]([C:27]2[CH:32]=[CH:31][CH:30]=[CH:29][CH:28]=2)=[N:25][CH:26]=1)=[O:20].O. The catalyst is O1CCCC1. The product is [C:1]1([CH2:7][C:8]([O:10][CH2:18][C:19](=[O:20])[C:21]2[CH:26]=[N:25][C:24]([C:27]3[CH:28]=[CH:29][CH:30]=[CH:31][CH:32]=3)=[N:23][CH:22]=2)=[O:9])[CH:6]=[CH:5][CH:4]=[CH:3][CH:2]=1. The yield is 0.570. (4) The reactants are [F:1][C:2]([F:14])([F:13])[C:3]([C:5]1[CH:10]=[CH:9][C:8]([F:11])=[CH:7][C:6]=1F)=[O:4].[C:15]1([CH:21]([NH2:23])[CH3:22])[CH:20]=[CH:19][CH:18]=[CH:17][CH:16]=1.C(N(CC)C(C)C)(C)C. The catalyst is C(#N)C. The product is [C:15]1([CH:21]([NH:23][C:6]2[CH:7]=[C:8]([F:11])[CH:9]=[CH:10][C:5]=2[C:3](=[O:4])[C:2]([F:14])([F:13])[F:1])[CH3:22])[CH:20]=[CH:19][CH:18]=[CH:17][CH:16]=1. The yield is 0.120. (5) The reactants are [N:1]1[CH:6]=[CH:5][C:4]([C:7]2O[C:9](=[O:17])[C:10]3[CH:16]=[CH:15][CH:14]=[CH:13][C:11]=3[N:12]=2)=[CH:3][CH:2]=1.[CH2:18]([NH2:26])[CH2:19][C:20]1[CH:25]=[CH:24][CH:23]=[CH:22][CH:21]=1. No catalyst specified. The product is [CH2:18]([N:26]1[C:9](=[O:17])[C:10]2[C:11](=[CH:13][CH:14]=[CH:15][CH:16]=2)[N:12]=[C:7]1[C:4]1[CH:3]=[CH:2][N:1]=[CH:6][CH:5]=1)[CH2:19][C:20]1[CH:25]=[CH:24][CH:23]=[CH:22][CH:21]=1. The yield is 0.500. (6) The reactants are [CH2:1]([C:5]1[N:10]=[C:9]([CH3:11])[N:8]([CH2:12][C:13]2[CH:17]=[C:16]([CH3:18])[N:15]([CH3:19])[N:14]=2)[C:7](=[O:20])[C:6]=1[CH2:21][C:22]1[CH:27]=[CH:26][C:25]([C:28]2[CH:33]=[CH:32][CH:31]=[CH:30][C:29]=2[C:34]2[NH:38][C:37](=[O:39])[O:36][N:35]=2)=[CH:24][CH:23]=1)[CH2:2][CH2:3][CH3:4].[ClH:40].C(OCC)(=O)C. The catalyst is C(OCC)(=O)C. The product is [ClH:40].[CH2:1]([C:5]1[N:10]=[C:9]([CH3:11])[N:8]([CH2:12][C:13]2[CH:17]=[C:16]([CH3:18])[N:15]([CH3:19])[N:14]=2)[C:7](=[O:20])[C:6]=1[CH2:21][C:22]1[CH:27]=[CH:26][C:25]([C:28]2[CH:33]=[CH:32][CH:31]=[CH:30][C:29]=2[C:34]2[NH:38][C:37](=[O:39])[O:36][N:35]=2)=[CH:24][CH:23]=1)[CH2:2][CH2:3][CH3:4]. The yield is 0.680. (7) The reactants are Br[C:2]1[CH:3]=[C:4]2[C:9](=[CH:10][CH:11]=1)[N:8]=[CH:7][N:6]=[C:5]2[N:12]1[CH2:17][CH2:16][O:15][CH2:14][CH2:13]1.B1(B2OC(C)(C)C(C)(C)O2)OC(C)(C)C(C)(C)O1.[C:36]([O-:39])(=[O:38])[CH3:37].[K+].Br[C:42]1[CH:43]=[C:44]([NH:48][S:49]([CH2:52][CH2:53][N:54]2C(=O)C3[C:56](=[CH:57][CH:58]=[CH:59][CH:60]=3)[C:55]2=[O:64])(=[O:51])=[O:50])[CH:45]=[N:46][CH:47]=1.C(=O)([O-])[O-].[K+].[K+].Cl. The catalyst is O1CCOCC1.O. The product is [N:12]1([C:5]2[C:4]3[C:9](=[CH:10][CH:11]=[C:2]([C:42]4[CH:43]=[C:44]([NH:48][S:49]([CH2:52][CH2:53][NH:54][C:55]([C:56]5[CH:57]=[CH:58][CH:59]=[CH:60][C:37]=5[C:36]([OH:39])=[O:38])=[O:64])(=[O:50])=[O:51])[CH:45]=[N:46][CH:47]=4)[CH:3]=3)[N:8]=[CH:7][N:6]=2)[CH2:17][CH2:16][O:15][CH2:14][CH2:13]1. The yield is 0.300.